From a dataset of Forward reaction prediction with 1.9M reactions from USPTO patents (1976-2016). Predict the product of the given reaction. (1) Given the reactants [CH:1]1[C:14]2[CH:13]([C:15]#[N:16])[C:12]3[C:7](=[CH:8][CH:9]=[CH:10][CH:11]=3)[S:6][C:5]=2[CH:4]=[CH:3][CH:2]=1.C([Li])CCC.[CH3:22][CH2:23][O:24][C:25]([CH2:27]Br)=[O:26], predict the reaction product. The product is: [CH2:23]([O:24][C:25](=[O:26])[CH2:27][C:13]1([C:15]#[N:16])[C:14]2[CH:1]=[CH:2][CH:3]=[CH:4][C:5]=2[S:6][C:7]2[C:12]1=[CH:11][CH:10]=[CH:9][CH:8]=2)[CH3:22]. (2) The product is: [F:45][C:44]1[CH:43]=[C:42]([C:46]([OH:49])([CH3:48])[CH3:47])[CH:41]=[C:40]([F:50])[C:39]=1[C:34]1[N:33]=[C:32]([C:30]([NH:29][C:12]2[C:13]([N:14]3[CH2:19][C@H:18]([CH3:20])[CH2:17][C@H:16]([NH:21][C:22](=[O:23])[O:24][C:25]([CH3:28])([CH3:27])[CH3:26])[CH2:15]3)=[C:8]3[CH2:7][CH2:6][CH:5]([OH:4])[C:9]3=[N:10][CH:11]=2)=[O:31])[CH:37]=[CH:36][C:35]=1[F:38]. Given the reactants C([O:4][CH:5]1[C:9]2=[N:10][CH:11]=[C:12]([NH:29][C:30]([C:32]3[CH:37]=[CH:36][C:35]([F:38])=[C:34]([C:39]4[C:44]([F:45])=[CH:43][C:42]([C:46]([OH:49])([CH3:48])[CH3:47])=[CH:41][C:40]=4[F:50])[N:33]=3)=[O:31])[C:13]([N:14]3[CH2:19][C@H:18]([CH3:20])[CH2:17][C@H:16]([NH:21][C:22]([O:24][C:25]([CH3:28])([CH3:27])[CH3:26])=[O:23])[CH2:15]3)=[C:8]2[CH2:7][CH2:6]1)(=O)C.C1COCC1.[OH-].[Na+], predict the reaction product. (3) Given the reactants Cl[C:2]1[C:3]2[N:14]=[N:13][N:12]([C@H:15]3[C@@H:19]4[O:20][C:21]([CH3:24])([CH3:23])[O:22][C@@H:18]4[C@@H:17]([O:25][CH2:26][CH2:27][OH:28])[CH2:16]3)[C:4]=2[N:5]=[C:6]([S:8][CH2:9][CH2:10][CH3:11])[N:7]=1.[F:29][C:30]1[CH:31]=[C:32]([C@@H:37]2[CH2:39][C@H:38]2[NH2:40])[CH:33]=[CH:34][C:35]=1[F:36].C(N(CC)C(C)C)(C)C.O, predict the reaction product. The product is: [F:29][C:30]1[CH:31]=[C:32]([C@@H:37]2[CH2:39][C@H:38]2[NH:40][C:2]2[C:3]3[N:14]=[N:13][N:12]([C@H:15]4[C@@H:19]5[O:20][C:21]([CH3:24])([CH3:23])[O:22][C@@H:18]5[C@@H:17]([O:25][CH2:26][CH2:27][OH:28])[CH2:16]4)[C:4]=3[N:5]=[C:6]([S:8][CH2:9][CH2:10][CH3:11])[N:7]=2)[CH:33]=[CH:34][C:35]=1[F:36]. (4) Given the reactants Cl.[Br:2][C:3]1[CH:8]=[CH:7][C:6]([F:9])=[CH:5][C:4]=1[NH:10][NH2:11].CN([CH:15]=[N:16][C:17](=[O:19])[CH3:18])C.CCOCC, predict the reaction product. The product is: [Br:2][C:3]1[CH:8]=[CH:7][C:6]([F:9])=[CH:5][C:4]=1[NH:10]/[N:11]=[CH:15]/[NH:16][C:17](=[O:19])[CH3:18]. (5) Given the reactants [ClH:1].[CH3:2][N:3]([CH3:63])[CH:4]1[CH2:9][CH2:8][CH:7]([NH:10][S:11]([C:14]2[CH:19]=[CH:18][C:17]([C:20]3[CH:25]=[CH:24][C:23]([CH2:26][C@H:27]([NH:41][C:42]([C@H:44]4[CH2:49][CH2:48][C@H:47]([CH2:50][NH:51]C(=O)OC(C)(C)C)[CH2:46][CH2:45]4)=[O:43])[C:28](=[O:40])[NH:29][C:30]4[CH:39]=[CH:38][C:33]5[NH:34][C:35](=[O:37])[NH:36][C:32]=5[CH:31]=4)=[CH:22][CH:21]=3)=[C:16]([C:59]([F:62])([F:61])[F:60])[CH:15]=2)(=[O:13])=[O:12])[CH2:6][CH2:5]1, predict the reaction product. The product is: [ClH:1].[NH2:51][CH2:50][C@H:47]1[CH2:46][CH2:45][C@H:44]([C:42]([NH:41][C@@H:27]([CH2:26][C:23]2[CH:24]=[CH:25][C:20]([C:17]3[CH:18]=[CH:19][C:14]([S:11](=[O:12])(=[O:13])[NH:10][CH:7]4[CH2:8][CH2:9][CH:4]([N:3]([CH3:63])[CH3:2])[CH2:5][CH2:6]4)=[CH:15][C:16]=3[C:59]([F:60])([F:61])[F:62])=[CH:21][CH:22]=2)[C:28](=[O:40])[NH:29][C:30]2[CH:39]=[CH:38][C:33]3[NH:34][C:35](=[O:37])[NH:36][C:32]=3[CH:31]=2)=[O:43])[CH2:49][CH2:48]1. (6) The product is: [OH:18][C:17]1[CH:19]=[C:20]([OH:21])[CH:22]=[CH:23][C:24]=1[C:1](=[O:27])[CH2:3][O:4][C:5]1[CH:15]=[CH:14][C:8]([C:9]([O:11][CH2:12][CH3:13])=[O:10])=[CH:7][CH:6]=1. Given the reactants [C:1]([CH2:3][O:4][C:5]1[CH:15]=[CH:14][C:8]([C:9]([O:11][CH2:12][CH3:13])=[O:10])=[CH:7][CH:6]=1)#N.Cl.[C:17]1([CH:24]=[CH:23][CH:22]=[C:20]([OH:21])[CH:19]=1)[OH:18].CC[O:27]CC, predict the reaction product. (7) Given the reactants [Br:1][C:2]1[CH:11]=[C:10]2[C:5]([CH:6]=[C:7]([CH3:32])[C:8]([C@H:13]([O:27][C:28]([CH3:31])([CH3:30])[CH3:29])[C:14](O[C@@H]3C[C@H](C)CC[C@H]3C(C)C)=[O:15])=[C:9]2[OH:12])=[CH:4][CH:3]=1.C([BH-](CC)CC)C.[Li+].[NH4+].[Cl-], predict the reaction product. The product is: [Br:1][C:2]1[CH:11]=[C:10]2[C:5]([CH:6]=[C:7]([CH3:32])[C:8]([C@H:13]([O:27][C:28]([CH3:30])([CH3:29])[CH3:31])[CH2:14][OH:15])=[C:9]2[OH:12])=[CH:4][CH:3]=1. (8) Given the reactants [C:1]1([Si:7](Cl)([Cl:9])[Cl:8])[CH:6]=[CH:5][CH:4]=[CH:3][CH:2]=1.C[SiH](Cl)Cl, predict the reaction product. The product is: [C:1]1([SiH:7]([Cl:9])[Cl:8])[CH:6]=[CH:5][CH:4]=[CH:3][CH:2]=1. (9) Given the reactants [CH:1]1([OH:5])[CH2:4][CH2:3][CH2:2]1.[H-].[Na+].[Cl:8][C:9]1[C:14]([C:15]([O:17][CH3:18])=[O:16])=[C:13](Cl)[N:12]=[CH:11][N:10]=1.O, predict the reaction product. The product is: [Cl:8][C:9]1[C:14]([C:15]([O:17][CH3:18])=[O:16])=[C:13]([O:5][CH:1]2[CH2:4][CH2:3][CH2:2]2)[N:12]=[CH:11][N:10]=1. (10) Given the reactants [N:1]1([C:7]2[CH:17]=[CH:16][C:10]([C:11]([O:13][CH2:14][CH3:15])=[O:12])=[CH:9][CH:8]=2)[CH2:6][CH2:5][NH:4][CH2:3][CH2:2]1.[F:18][C:19]([F:44])([F:43])[CH2:20][NH:21][C:22]([C:24]1([CH2:38][CH2:39][CH2:40][CH2:41]Br)[C:37]2[CH:36]=[CH:35][CH:34]=[CH:33][C:32]=2[S:31][C:30]2[C:25]1=[CH:26][CH:27]=[CH:28][CH:29]=2)=[O:23], predict the reaction product. The product is: [F:44][C:19]([F:18])([F:43])[CH2:20][NH:21][C:22]([C:24]1([CH2:38][CH2:39][CH2:40][CH2:41][N:4]2[CH2:3][CH2:2][N:1]([C:7]3[CH:8]=[CH:9][C:10]([C:11]([O:13][CH2:14][CH3:15])=[O:12])=[CH:16][CH:17]=3)[CH2:6][CH2:5]2)[C:25]2[CH:26]=[CH:27][CH:28]=[CH:29][C:30]=2[S:31][C:32]2[C:37]1=[CH:36][CH:35]=[CH:34][CH:33]=2)=[O:23].